Dataset: NCI-60 drug combinations with 297,098 pairs across 59 cell lines. Task: Regression. Given two drug SMILES strings and cell line genomic features, predict the synergy score measuring deviation from expected non-interaction effect. (1) Drug 1: CCC1(CC2CC(C3=C(CCN(C2)C1)C4=CC=CC=C4N3)(C5=C(C=C6C(=C5)C78CCN9C7C(C=CC9)(C(C(C8N6C=O)(C(=O)OC)O)OC(=O)C)CC)OC)C(=O)OC)O.OS(=O)(=O)O. Drug 2: CCC1(C2=C(COC1=O)C(=O)N3CC4=CC5=C(C=CC(=C5CN(C)C)O)N=C4C3=C2)O.Cl. Cell line: CCRF-CEM. Synergy scores: CSS=88.2, Synergy_ZIP=7.01, Synergy_Bliss=6.75, Synergy_Loewe=4.36, Synergy_HSA=7.68. (2) Drug 1: CC1C(C(CC(O1)OC2CC(CC3=C2C(=C4C(=C3O)C(=O)C5=C(C4=O)C(=CC=C5)OC)O)(C(=O)C)O)N)O.Cl. Drug 2: C1=CC(=CC=C1CCCC(=O)O)N(CCCl)CCCl. Cell line: PC-3. Synergy scores: CSS=18.9, Synergy_ZIP=-7.25, Synergy_Bliss=-6.65, Synergy_Loewe=-3.86, Synergy_HSA=-3.40. (3) Drug 1: CN(C)N=NC1=C(NC=N1)C(=O)N. Drug 2: C(=O)(N)NO. Cell line: UACC-257. Synergy scores: CSS=-6.45, Synergy_ZIP=4.56, Synergy_Bliss=-1.34, Synergy_Loewe=-6.02, Synergy_HSA=-7.34. (4) Drug 1: CCC(=C(C1=CC=CC=C1)C2=CC=C(C=C2)OCCN(C)C)C3=CC=CC=C3.C(C(=O)O)C(CC(=O)O)(C(=O)O)O. Drug 2: CCC1=C2CN3C(=CC4=C(C3=O)COC(=O)C4(CC)O)C2=NC5=C1C=C(C=C5)O. Cell line: OVCAR-8. Synergy scores: CSS=26.9, Synergy_ZIP=-6.00, Synergy_Bliss=-1.18, Synergy_Loewe=-29.7, Synergy_HSA=-3.48. (5) Drug 1: CN1C2=C(C=C(C=C2)N(CCCl)CCCl)N=C1CCCC(=O)O.Cl. Drug 2: B(C(CC(C)C)NC(=O)C(CC1=CC=CC=C1)NC(=O)C2=NC=CN=C2)(O)O. Cell line: HT29. Synergy scores: CSS=75.5, Synergy_ZIP=12.5, Synergy_Bliss=10.2, Synergy_Loewe=-25.8, Synergy_HSA=9.32. (6) Drug 1: C1=CN(C(=O)N=C1N)C2C(C(C(O2)CO)O)O.Cl. Drug 2: CC1=C(C(=CC=C1)Cl)NC(=O)C2=CN=C(S2)NC3=CC(=NC(=N3)C)N4CCN(CC4)CCO. Cell line: SK-MEL-28. Synergy scores: CSS=20.1, Synergy_ZIP=-6.09, Synergy_Bliss=6.74, Synergy_Loewe=-2.05, Synergy_HSA=2.37.